This data is from Forward reaction prediction with 1.9M reactions from USPTO patents (1976-2016). The task is: Predict the product of the given reaction. (1) Given the reactants N#N.[N+:3]([C:6]1[CH:10]=[N:9][N:8]([CH2:11][C:12]2[S:13][CH:14]=[C:15]([CH2:17][OH:18])[N:16]=2)[N:7]=1)([O-:5])=[O:4].[CH3:19]I, predict the reaction product. The product is: [CH3:19][O:18][CH2:17][C:15]1[N:16]=[C:12]([CH2:11][N:8]2[N:7]=[C:6]([N+:3]([O-:5])=[O:4])[CH:10]=[N:9]2)[S:13][CH:14]=1. (2) Given the reactants FC(F)(F)C(O)=O.C(OC(=O)[NH:14][C@@H:15]1[CH2:19][CH2:18][N:17]([C:20]2[N:28]=[C:27]3[C:23]([N:24]=[CH:25][N:26]3[C@@H:29]3[CH2:33][C@H:32]([NH:34][C:35](=[O:38])[CH2:36][CH3:37])[C@@H:31]([OH:39])[C@H:30]3[OH:40])=[C:22]([NH:41][CH2:42][CH:43]([C:50]3[CH:55]=[CH:54][CH:53]=[CH:52][CH:51]=3)[C:44]3[CH:49]=[CH:48][CH:47]=[CH:46][CH:45]=3)[N:21]=2)[CH2:16]1)(C)(C)C.CO, predict the reaction product. The product is: [NH2:14][C@@H:15]1[CH2:19][CH2:18][N:17]([C:20]2[N:28]=[C:27]3[C:23]([N:24]=[CH:25][N:26]3[C@@H:29]3[CH2:33][C@H:32]([NH:34][C:35](=[O:38])[CH2:36][CH3:37])[C@@H:31]([OH:39])[C@H:30]3[OH:40])=[C:22]([NH:41][CH2:42][CH:43]([C:50]3[CH:51]=[CH:52][CH:53]=[CH:54][CH:55]=3)[C:44]3[CH:45]=[CH:46][CH:47]=[CH:48][CH:49]=3)[N:21]=2)[CH2:16]1.